This data is from Forward reaction prediction with 1.9M reactions from USPTO patents (1976-2016). The task is: Predict the product of the given reaction. (1) Given the reactants [OH-].[Li+].[CH3:3][C:4]([O:7][C@H:8]([CH3:43])[C@@H:9]([C:39]([O:41]C)=[O:40])[NH:10][C:11]([C:13]1[CH:18]=[CH:17][C:16]([C:19]2[CH:24]=[CH:23][C:22]([F:25])=[CH:21][CH:20]=2)=[CH:15][C:14]=1[NH:26][C:27]([NH:29][C:30]1[C:35]([CH3:36])=[CH:34][C:33]([CH3:37])=[CH:32][C:31]=1[CH3:38])=[O:28])=[O:12])([CH3:6])[CH3:5].CO.O, predict the reaction product. The product is: [CH3:6][C:4]([O:7][C@H:8]([CH3:43])[C@@H:9]([C:39]([OH:41])=[O:40])[NH:10][C:11]([C:13]1[CH:18]=[CH:17][C:16]([C:19]2[CH:20]=[CH:21][C:22]([F:25])=[CH:23][CH:24]=2)=[CH:15][C:14]=1[NH:26][C:27]([NH:29][C:30]1[C:31]([CH3:38])=[CH:32][C:33]([CH3:37])=[CH:34][C:35]=1[CH3:36])=[O:28])=[O:12])([CH3:3])[CH3:5]. (2) Given the reactants [NH2:1][C:2]1[CH:3]=[C:4]([OH:7])[NH:5][N:6]=1.O=[C:9]([CH3:15])[CH2:10][C:11](OC)=[O:12].O, predict the reaction product. The product is: [CH3:15][C:9]1[CH:10]=[C:11]([OH:12])[N:1]=[C:2]2[NH:6][N:5]=[C:4]([OH:7])[C:3]=12. (3) Given the reactants C1(C(C2C=CC=CC=2)N2C3C(=CC=CC=3)C(C3C(O)=CC4C[CH2:22][O:23]C=4C=3)C2=O)C=CC=CC=1.[Br:34][C:35]1[CH:36]=[CH:37][C:38]([OH:64])=[C:39]([CH:41]2[C:49]3[C:44](=[CH:45][CH:46]=[CH:47][CH:48]=3)[N:43]([CH:50]([C:57]3[CH:62]=[CH:61][CH:60]=[CH:59][CH:58]=3)[C:51]3[CH:56]=[CH:55][CH:54]=[CH:53][CH:52]=3)[C:42]2=[O:63])[CH:40]=1, predict the reaction product. The product is: [Br:34][C:35]1[CH:36]=[CH:37][C:38]([OH:64])=[C:39]([C:41]2([CH2:22][OH:23])[C:49]3[C:44](=[CH:45][CH:46]=[CH:47][CH:48]=3)[N:43]([CH:50]([C:51]3[CH:56]=[CH:55][CH:54]=[CH:53][CH:52]=3)[C:57]3[CH:58]=[CH:59][CH:60]=[CH:61][CH:62]=3)[C:42]2=[O:63])[CH:40]=1. (4) Given the reactants [CH3:1][S:2]([C:5]1[CH:6]=[CH:7][C:8]([C@@H:11]([OH:21])[C@H:12]([NH:15][C:16]([CH:18]([Cl:20])[Cl:19])=[O:17])[CH2:13][OH:14])=[CH:9][CH:10]=1)(=[O:4])=[O:3].C(N(CC)CC)C.[CH3:29][C:30]([CH3:32])=O, predict the reaction product. The product is: [Cl:19][CH:18]([Cl:20])[C:16]([N:15]1[C@H:12]([CH2:13][OH:14])[C@@H:11]([C:8]2[CH:7]=[CH:6][C:5]([S:2]([CH3:1])(=[O:3])=[O:4])=[CH:10][CH:9]=2)[O:21][C:30]1([CH3:32])[CH3:29])=[O:17]. (5) The product is: [Br:8][C:6]1[C:5]([CH3:9])=[N:4][CH:3]=[C:2]([Br:1])[CH:7]=1. Given the reactants [Br:1][C:2]1[C:3](N)=[N:4][C:5]([CH3:9])=[C:6]([Br:8])[CH:7]=1.C(ON=O)(C)(C)C, predict the reaction product. (6) Given the reactants [CH2:1]([O:8][CH2:9][N:10]1[C:15](=[O:16])[C:14]([Br:17])=[N:13][N:12](CC(F)(F)C2C=CC=CC=2)[C:11]1=[O:28])[C:2]1[CH:7]=[CH:6][CH:5]=[CH:4][CH:3]=1.[F:29][C:30]1[CH:31]=[C:32]([CH2:37][CH2:38]O)[CH:33]=[CH:34][C:35]=1[F:36], predict the reaction product. The product is: [CH2:1]([O:8][CH2:9][N:10]1[C:15](=[O:16])[C:14]([Br:17])=[N:13][N:12]([CH2:38][CH2:37][C:32]2[CH:33]=[CH:34][C:35]([F:36])=[C:30]([F:29])[CH:31]=2)[C:11]1=[O:28])[C:2]1[CH:7]=[CH:6][CH:5]=[CH:4][CH:3]=1. (7) Given the reactants O=C1CCC(=O)N1O[C:9]([C:11]1[O:15][C:14]([C:16]2[CH:21]=[CH:20][CH:19]=[CH:18][C:17]=2[Cl:22])=[N:13][C:12]=1[CH2:23][CH3:24])=[O:10].[N:25]1([C:31]2[N:36]=[CH:35][C:34]([NH2:37])=[CH:33][CH:32]=2)[CH2:30][CH2:29][O:28][CH2:27][CH2:26]1, predict the reaction product. The product is: [N:25]1([C:31]2[N:36]=[CH:35][C:34]([NH:37][C:9]([C:11]3[O:15][C:14]([C:16]4[CH:21]=[CH:20][CH:19]=[CH:18][C:17]=4[Cl:22])=[N:13][C:12]=3[CH2:23][CH3:24])=[O:10])=[CH:33][CH:32]=2)[CH2:30][CH2:29][O:28][CH2:27][CH2:26]1. (8) Given the reactants [F:1][C:2]([F:33])([F:32])[C:3]1[CH:4]=[C:5]([C:16]2[O:20][N:19]=[C:18]([C:21]3[CH:29]=[CH:28][CH:27]=[C:26]4[C:22]=3[C:23]([CH:30]=O)=[CH:24][NH:25]4)[N:17]=2)[CH:6]=[CH:7][C:8]=1[O:9][CH:10]([CH3:15])[C:11]([F:14])([F:13])[F:12].[CH3:34][NH2:35], predict the reaction product. The product is: [CH3:34][NH:35][CH2:30][C:23]1[C:22]2[C:26](=[CH:27][CH:28]=[CH:29][C:21]=2[C:18]2[N:17]=[C:16]([C:5]3[CH:6]=[CH:7][C:8]([O:9][CH:10]([CH3:15])[C:11]([F:14])([F:12])[F:13])=[C:3]([C:2]([F:33])([F:32])[F:1])[CH:4]=3)[O:20][N:19]=2)[NH:25][CH:24]=1.